From a dataset of Reaction yield outcomes from USPTO patents with 853,638 reactions. Predict the reaction yield, written as a fraction of the theoretical maximum amount of product (1.0 means a 100% yield; for example, 0.34 means a 34% yield). (1) The reactants are [Cl:1][C:2]1[CH:3]=[C:4]([S:8]([NH:11][C:12]2[CH:20]=[CH:19][C:15]([C:16]([OH:18])=[O:17])=[C:14]([OH:21])[CH:13]=2)(=[O:10])=[O:9])[S:5][C:6]=1[Cl:7].[CH3:22][O:23][CH2:24][CH2:25]O. No catalyst specified. The product is [Cl:1][C:2]1[CH:3]=[C:4]([S:8]([NH:11][C:12]2[CH:20]=[CH:19][C:15]([C:16]([O:18][CH2:25][CH2:24][O:23][CH3:22])=[O:17])=[C:14]([OH:21])[CH:13]=2)(=[O:9])=[O:10])[S:5][C:6]=1[Cl:7]. The yield is 0.680. (2) The reactants are [C:1]([C:5]1[CH:12]=[CH:11][C:8]([CH:9]=O)=[C:7]([O:13][CH:14]2[CH2:19][CH2:18][N:17]([C:20]([O:22][C:23]([CH3:26])([CH3:25])[CH3:24])=[O:21])[CH2:16][CH2:15]2)[CH:6]=1)([CH3:4])([CH3:3])[CH3:2].[Cl:27][C:28]1[CH:29]=[CH:30][C:31]([NH:34][C:35](=[O:44])[C:36]2[CH:41]=[C:40]([Cl:42])[CH:39]=[CH:38][C:37]=2[NH2:43])=[N:32][CH:33]=1.C1(C)C=CC(S([O-])(=O)=O)=CC=1.[NH+]1C=CC=CC=1.S([O-])([O-])(=O)=O.[Mg+2].[B-][N+](C)(C)C. The catalyst is C1(C)C=CC=CC=1. The product is [C:1]([C:5]1[CH:12]=[CH:11][C:8]([CH2:9][NH:43][C:37]2[CH:38]=[CH:39][C:40]([Cl:42])=[CH:41][C:36]=2[C:35]([NH:34][C:31]2[CH:30]=[CH:29][C:28]([Cl:27])=[CH:33][N:32]=2)=[O:44])=[C:7]([O:13][CH:14]2[CH2:15][CH2:16][N:17]([C:20]([O:22][C:23]([CH3:25])([CH3:26])[CH3:24])=[O:21])[CH2:18][CH2:19]2)[CH:6]=1)([CH3:2])([CH3:3])[CH3:4]. The yield is 0.870. (3) The reactants are Cl.[CH2:2]([O:9][CH2:10][CH2:11][C:12](=[NH:15])OC)[C:3]1[CH:8]=[CH:7][CH:6]=[CH:5][CH:4]=1.[C:16]([CH2:18][C:19]([NH:21][NH2:22])=O)#[N:17].[OH-].[Na+]. The catalyst is CO. The product is [CH2:2]([O:9][CH2:10][CH2:11][C:12]1[N:15]=[C:19]([CH2:18][C:16]#[N:17])[NH:21][N:22]=1)[C:3]1[CH:8]=[CH:7][CH:6]=[CH:5][CH:4]=1. The yield is 0.890. (4) The product is [Br:1][C:2]1[CH:7]=[CH:6][C:5]([C@@H:8]([N:10]([CH2:18][CH2:19]/[C:20](=[N:34]/[S:32][C:29]([CH3:31])([CH3:30])[CH3:28])/[C:21]2[CH:26]=[CH:25][CH:24]=[CH:23][CH:22]=2)[C:11](=[O:17])[O:12][C:13]([CH3:16])([CH3:15])[CH3:14])[CH3:9])=[CH:4][CH:3]=1. The yield is 0.550. The catalyst is C1COCC1.[Cl-].[Na+].O. The reactants are [Br:1][C:2]1[CH:7]=[CH:6][C:5]([C@@H:8]([N:10]([CH2:18][CH2:19][C:20](=O)[C:21]2[CH:26]=[CH:25][CH:24]=[CH:23][CH:22]=2)[C:11](=[O:17])[O:12][C:13]([CH3:16])([CH3:15])[CH3:14])[CH3:9])=[CH:4][CH:3]=1.[CH3:28][C:29]([S@:32]([NH2:34])=O)([CH3:31])[CH3:30]. (5) The reactants are [NH2:1][C:2]1[CH:7]=[N:6][CH:5]=[CH:4][N:3]=1.[CH3:8][C:9]([N+:16]#[C-:17])([CH3:15])[CH2:10][C:11]([CH3:14])([CH3:13])[CH3:12].[Br:18][C:19]1[S:23][C:22]([CH:24]=O)=[CH:21][CH:20]=1.Cl(O)(=O)(=O)=O. The catalyst is C(Cl)(Cl)Cl. The product is [Br:18][C:19]1[S:23][C:22]([C:24]2[N:1]=[C:2]3[CH:7]=[N:6][CH:5]=[CH:4][N:3]3[C:17]=2[NH:16][C:9]([CH3:15])([CH3:8])[CH2:10][C:11]([CH3:14])([CH3:13])[CH3:12])=[CH:21][CH:20]=1. The yield is 0.560. (6) The reactants are [NH2:1][C:2]1[CH:7]=[CH:6][CH:5]=[CH:4][C:3]=1[CH:8]1[C:17]([CH3:19])([CH3:18])[CH2:16][C:15]2[C:10](=[CH:11][CH:12]=[C:13]([C:20]([O:22][CH3:23])=[O:21])[CH:14]=2)[NH:9]1.N1C=CC=CC=1.[C:30]1([S:36](Cl)(=[O:38])=[O:37])[CH:35]=[CH:34][CH:33]=[CH:32][CH:31]=1. The catalyst is ClCCl. The product is [CH3:19][C:17]1([CH3:18])[CH2:16][C:15]2[C:10](=[CH:11][CH:12]=[C:13]([C:20]([O:22][CH3:23])=[O:21])[CH:14]=2)[NH:9][CH:8]1[C:3]1[CH:4]=[CH:5][CH:6]=[CH:7][C:2]=1[NH:1][S:36]([C:30]1[CH:35]=[CH:34][CH:33]=[CH:32][CH:31]=1)(=[O:38])=[O:37]. The yield is 0.850. (7) The reactants are [Br:1][C:2]1[CH:3]=[N:4][C:5]2[N:6]([N:8]=[C:9]([C:11]([OH:13])=O)[CH:10]=2)[CH:7]=1.[CH3:14][CH:15]1[C:24]2[C:19](=[CH:20][CH:21]=[CH:22][CH:23]=2)[CH2:18][CH2:17][NH:16]1.C(Cl)CCl.C1C=CC2N(O)N=NC=2C=1. The catalyst is CN(C=O)C. The product is [Br:1][C:2]1[CH:3]=[N:4][C:5]2[N:6]([N:8]=[C:9]([C:11]([N:16]3[CH2:17][CH2:18][C:19]4[C:24](=[CH:23][CH:22]=[CH:21][CH:20]=4)[CH:15]3[CH3:14])=[O:13])[CH:10]=2)[CH:7]=1. The yield is 0.580. (8) The reactants are Cl.[S:2]1[C:6]([NH2:7])=[N:5][CH:4]=[N:3]1.[O:8]=[C:9]1[CH2:14][N:13]([C:15](=[O:20])[C:16]([F:19])([F:18])[F:17])[CH2:12][CH2:11][N:10]1[C:21]1[CH:26]=[CH:25][C:24]([S:27](Cl)(=[O:29])=[O:28])=[CH:23][CH:22]=1. The catalyst is N1C=CC=CC=1. The product is [O:8]=[C:9]1[CH2:14][N:13]([C:15](=[O:20])[C:16]([F:18])([F:17])[F:19])[CH2:12][CH2:11][N:10]1[C:21]1[CH:22]=[CH:23][C:24]([S:27]([NH:7][C:6]2[S:2][N:3]=[CH:4][N:5]=2)(=[O:29])=[O:28])=[CH:25][CH:26]=1. The yield is 0.480.